Task: Predict the reaction yield, written as a fraction of the theoretical maximum amount of product (1.0 means a 100% yield; for example, 0.34 means a 34% yield).. Dataset: Reaction yield outcomes from USPTO patents with 853,638 reactions (1) The reactants are C([O:3][C:4](=[O:30])[C:5]([CH3:29])([CH3:28])[CH2:6][CH2:7][CH2:8][CH2:9][CH2:10][CH:11]([C:21]1[CH:26]=[CH:25][CH:24]=[CH:23][C:22]=1[Cl:27])[N:12]1[CH2:17][CH2:16][C:15]2[S:18][CH:19]=[CH:20][C:14]=2[CH2:13]1)C.C(O)C.[OH-].[Na+]. The catalyst is O. The product is [Cl:27][C:22]1[CH:23]=[CH:24][CH:25]=[CH:26][C:21]=1[CH:11]([N:12]1[CH2:17][CH2:16][C:15]2[S:18][CH:19]=[CH:20][C:14]=2[CH2:13]1)[CH2:10][CH2:9][CH2:8][CH2:7][CH2:6][C:5]([CH3:29])([CH3:28])[C:4]([OH:30])=[O:3]. The yield is 0.438. (2) The reactants are [OH:1][C:2]1[CH:7]=[CH:6][C:5]([C:8]2[CH:13]=[CH:12][CH:11]=[C:10]([CH2:14][NH:15][C:16]([C:18]3[NH:27][C:26](=[O:28])[C:25]4[C:20](=[CH:21][CH:22]=[CH:23][CH:24]=4)[N:19]=3)=[O:17])[CH:9]=2)=[CH:4][CH:3]=1.Br[C:30]1([CH2:39][CH2:40][O:41][CH2:42][CH3:43])[C:35](=[O:36])[NH:34][C:33](=[O:37])[NH:32][C:31]1=[O:38].C(=O)([O-])[O-].[K+].[K+]. The catalyst is CN(C=O)C.C(OCC)(=O)C. The product is [CH2:42]([O:41][CH2:40][CH2:39][C:30]1([O:1][C:2]2[CH:7]=[CH:6][C:5]([C:8]3[CH:13]=[CH:12][CH:11]=[C:10]([CH2:14][NH:15][C:16]([C:18]4[NH:27][C:26](=[O:28])[C:25]5[C:20](=[CH:21][CH:22]=[CH:23][CH:24]=5)[N:19]=4)=[O:17])[CH:9]=3)=[CH:4][CH:3]=2)[C:31](=[O:38])[NH:32][C:33](=[O:37])[NH:34][C:35]1=[O:36])[CH3:43]. The yield is 0.510. (3) The product is [CH3:28][O:29][CH2:30][O:13][C:12]1[C:5]([C:1]([CH3:4])([CH3:3])[CH3:2])=[CH:6][C:7]([CH:8]=[O:9])=[CH:10][C:11]=1[C:14]([CH3:17])([CH3:16])[CH3:15]. The reactants are [C:1]([C:5]1[CH:6]=[C:7]([CH:10]=[C:11]([C:14]([CH3:17])([CH3:16])[CH3:15])[C:12]=1[OH:13])[CH:8]=[O:9])([CH3:4])([CH3:3])[CH3:2].C(N(CC)C(C)C)(C)C.Cl[CH2:28][O:29][CH2:30]OCOCCl.OC1C=CC=CC=1C=O. The yield is 1.00. The catalyst is ClCCCl. (4) The reactants are Cl[C:2]1[C:11]2[C:6](=[CH:7][C:8]([O:14][CH2:15][CH2:16][CH2:17][N:18]([CH3:23])[S:19]([CH3:22])(=[O:21])=[O:20])=[C:9]([O:12][CH3:13])[CH:10]=2)[N:5]=[CH:4][N:3]=1.C(=O)([O-])[O-].[K+].[K+].[OH:30][C:31]1[CH:32]=[C:33]2[C:37](=[CH:38][CH:39]=1)[NH:36][C:35]([CH3:40])=[CH:34]2. The catalyst is CN(C=O)C. The product is [CH3:13][O:12][C:9]1[CH:10]=[C:11]2[C:6](=[CH:7][C:8]=1[O:14][CH2:15][CH2:16][CH2:17][N:18]([CH3:23])[S:19]([CH3:22])(=[O:21])=[O:20])[N:5]=[CH:4][N:3]=[C:2]2[O:30][C:31]1[CH:32]=[C:33]2[C:37](=[CH:38][CH:39]=1)[NH:36][C:35]([CH3:40])=[CH:34]2. The yield is 0.350. (5) The product is [Cl:50][C:47]1[CH:48]=[CH:49][C:28]([NH:27][C:2]([C:4]2[CH:5]=[C:6]([CH:18]=[CH:19][CH:20]=2)[CH2:7][S:8][CH2:9][CH2:10][C:11]([O:13][C:14]([CH3:17])([CH3:16])[CH3:15])=[O:12])=[O:3])=[C:29]([C:30](=[O:31])[NH:32][C:33]2[CH:37]=[CH:36][N:35]([C:38]3[CH:43]=[CH:42][C:41]([CH3:44])=[C:40]([CH3:45])[CH:39]=3)[N:34]=2)[CH:46]=1. The reactants are Cl[C:2]([C:4]1[CH:5]=[C:6]([CH:18]=[CH:19][CH:20]=1)[CH2:7][S:8][CH2:9][CH2:10][C:11]([O:13][C:14]([CH3:17])([CH3:16])[CH3:15])=[O:12])=[O:3].N1C=CC=CC=1.[NH2:27][C:28]1[CH:49]=[CH:48][C:47]([Cl:50])=[CH:46][C:29]=1[C:30]([NH:32][C:33]1[CH:37]=[CH:36][N:35]([C:38]2[CH:43]=[CH:42][C:41]([CH3:44])=[C:40]([CH3:45])[CH:39]=2)[N:34]=1)=[O:31]. The catalyst is ClCCl. The yield is 0.330. (6) The reactants are C(O)(=O)C.C([CH2:7][C:8]([O:13][C:14]1[CH:19]=[CH:18][C:17]([CH:20]=O)=[CH:16][CH:15]=1)([CH3:12])[C:9]([OH:11])=[O:10])C.[NH2:22][C:23]1[CH:28]=[C:27]([Cl:29])[CH:26]=[CH:25][C:24]=1[SH:30].C([O-])(=O)C.[Na+]. The catalyst is O.C(OCC)(=O)C. The product is [Cl:29][C:27]1[CH:26]=[CH:25][C:24]2[S:30][C:20]([C:17]3[CH:16]=[CH:15][C:14]([O:13][C:8]([CH3:7])([CH3:12])[C:9]([OH:11])=[O:10])=[CH:19][CH:18]=3)=[N:22][C:23]=2[CH:28]=1. The yield is 0.396. (7) The reactants are [Br:1][C:2]1[CH:7]=[C:6]([C:8]([CH3:11])([CH3:10])[CH3:9])[C:5]([OH:12])=[C:4]([C:13]([CH3:16])([CH3:15])[CH3:14])[CH:3]=1.[C:17](=O)([O-])[O-].[K+].[K+].S(OC)(OC)(=O)=O. The catalyst is CC(C)=O. The product is [Br:1][C:2]1[CH:3]=[C:4]([C:13]([CH3:16])([CH3:15])[CH3:14])[C:5]([O:12][CH3:17])=[C:6]([C:8]([CH3:9])([CH3:10])[CH3:11])[CH:7]=1. The yield is 0.952.